This data is from Full USPTO retrosynthesis dataset with 1.9M reactions from patents (1976-2016). The task is: Predict the reactants needed to synthesize the given product. Given the product [O:15]1[C:14]2[CH:19]=[CH:20][C:11]([N:7]3[CH2:6][CH:5]([CH2:4][CH2:3][CH:2]([NH:1][C:35](=[O:36])[CH3:37])[CH2:21][CH2:22][C:23]4[C:32]5[C:27](=[CH:28][CH:29]=[C:30]([O:33][CH3:34])[N:31]=5)[N:26]=[CH:25][CH:24]=4)[O:9][C:8]3=[O:10])=[CH:12][C:13]=2[O:18][CH2:17][CH2:16]1, predict the reactants needed to synthesize it. The reactants are: [NH2:1][CH:2]([CH2:21][CH2:22][C:23]1[C:32]2[C:27](=[CH:28][CH:29]=[C:30]([O:33][CH3:34])[N:31]=2)[N:26]=[CH:25][CH:24]=1)[CH2:3][CH2:4][CH:5]1[O:9][C:8](=[O:10])[N:7]([C:11]2[CH:20]=[CH:19][C:14]3[O:15][CH2:16][CH2:17][O:18][C:13]=3[CH:12]=2)[CH2:6]1.[C:35](Cl)([CH3:37])=[O:36].